This data is from Forward reaction prediction with 1.9M reactions from USPTO patents (1976-2016). The task is: Predict the product of the given reaction. (1) Given the reactants Cl[C:2]1[CH:7]=[CH:6][C:5]([O:8][CH3:9])=[CH:4][CH:3]=1.[CH3:10][NH:11][C:12]1[CH:17]=[CH:16][CH:15]=[CH:14][CH:13]=1.CC(C)([O-])C.[Na+], predict the reaction product. The product is: [CH3:9][O:8][C:5]1[CH:6]=[CH:7][C:2]([N:11]([CH3:10])[C:12]2[CH:17]=[CH:16][CH:15]=[CH:14][CH:13]=2)=[CH:3][CH:4]=1. (2) Given the reactants [N:1]1[CH:6]=[C:5](B(O)O)[CH:4]=[N:3][CH:2]=1.Br[C:11]1[CH:16]=[CH:15][C:14]([C:17]2[O:18][C:19]([CH3:29])=[C:20]([CH2:22][CH2:23][N:24]3[CH2:28][CH2:27][CH2:26][CH2:25]3)[N:21]=2)=[CH:13][CH:12]=1, predict the reaction product. The product is: [CH3:29][C:19]1[O:18][C:17]([C:14]2[CH:15]=[CH:16][C:11]([C:5]3[CH:6]=[N:1][CH:2]=[N:3][CH:4]=3)=[CH:12][CH:13]=2)=[N:21][C:20]=1[CH2:22][CH2:23][N:24]1[CH2:28][CH2:27][CH2:26][CH2:25]1. (3) Given the reactants [CH2:1]([O:3][C:4](=[O:31])[C:5]([O:8][C:9]1[CH:14]=[CH:13][C:12]([O:15][CH2:16][CH2:17][C:18]2[N:19]=[C:20]([C:24]3[CH:29]=[CH:28][C:27](Br)=[CH:26][CH:25]=3)[O:21][C:22]=2[CH3:23])=[CH:11][CH:10]=1)([CH3:7])[CH3:6])[CH3:2].P([O-])([O-])([O-])=O.[K+].[K+].[K+].[C:40]1([OH:46])[CH:45]=[CH:44][CH:43]=[CH:42][CH:41]=1, predict the reaction product. The product is: [CH2:1]([O:3][C:4](=[O:31])[C:5]([CH3:7])([O:8][C:9]1[CH:14]=[CH:13][C:12]([O:15][CH2:16][CH2:17][C:18]2[N:19]=[C:20]([C:24]3[CH:29]=[CH:28][C:27]([O:46][C:40]4[CH:45]=[CH:44][CH:43]=[CH:42][CH:41]=4)=[CH:26][CH:25]=3)[O:21][C:22]=2[CH3:23])=[CH:11][CH:10]=1)[CH3:6])[CH3:2]. (4) Given the reactants [Cl:1][C:2]1[CH:31]=[CH:30][C:5]([CH2:6][N:7]2[C:15]3[C:10](=[CH:11][C:12](/[CH:16]=[C:17]4/[C:18](=[O:29])[N:19]([CH:23]5[CH2:28][CH2:27][NH:26][CH2:25][CH2:24]5)[C:20](=[O:22])[S:21]/4)=[CH:13][CH:14]=3)[CH:9]=[N:8]2)=[C:4]([C:32]([F:35])([F:34])[F:33])[CH:3]=1.[CH2:36]=O, predict the reaction product. The product is: [Cl:1][C:2]1[CH:31]=[CH:30][C:5]([CH2:6][N:7]2[C:15]3[C:10](=[CH:11][C:12](/[CH:16]=[C:17]4/[C:18](=[O:29])[N:19]([CH:23]5[CH2:28][CH2:27][N:26]([CH3:36])[CH2:25][CH2:24]5)[C:20](=[O:22])[S:21]/4)=[CH:13][CH:14]=3)[CH:9]=[N:8]2)=[C:4]([C:32]([F:35])([F:34])[F:33])[CH:3]=1. (5) The product is: [Cl:32][C:11]1[N:10]([CH2:12][C:13]2[CH:18]=[CH:17][C:16]([C:19]3[CH:24]=[CH:23][CH:22]=[C:21]([F:25])[N:20]=3)=[CH:15][CH:14]=2)[CH:9]=[C:6]2[C:5]=1[N:4]1[C@H:26]3[CH2:31][CH2:30][CH2:29][C@H:27]3[N:28]=[C:3]1[N:2]([CH3:1])[C:7]2=[O:8]. Given the reactants [CH3:1][N:2]1[C:7](=[O:8])[C:6]2=[CH:9][N:10]([CH2:12][C:13]3[CH:18]=[CH:17][C:16]([C:19]4[CH:24]=[CH:23][CH:22]=[C:21]([F:25])[N:20]=4)=[CH:15][CH:14]=3)[CH:11]=[C:5]2[N:4]2[C@H:26]3[CH2:31][CH2:30][CH2:29][C@H:27]3[N:28]=[C:3]12.[Cl:32]N1C(=O)CCC1=O, predict the reaction product. (6) The product is: [Br:1][C:2]1[CH:3]=[C:4]([C:8](=[O:23])[C:9]([C:10]2[CH:15]=[CH:14][C:13]([Si:16]([CH3:17])([CH3:19])[CH3:18])=[CH:12][CH:11]=2)=[O:20])[CH:5]=[CH:6][CH:7]=1. Given the reactants [Br:1][C:2]1[CH:3]=[C:4]([C:8]#[C:9][C:10]2[CH:15]=[CH:14][C:13]([Si:16]([CH3:19])([CH3:18])[CH3:17])=[CH:12][CH:11]=2)[CH:5]=[CH:6][CH:7]=1.[OH2:20].CS(C)=[O:23], predict the reaction product.